This data is from Reaction yield outcomes from USPTO patents with 853,638 reactions. The task is: Predict the reaction yield, written as a fraction of the theoretical maximum amount of product (1.0 means a 100% yield; for example, 0.34 means a 34% yield). (1) The reactants are [Br:1][C:2]1[CH:11]=[CH:10][C:5]2[N:6]=[C:7]([NH2:9])[S:8][C:4]=2[CH:3]=1.[F:12][C:13]([F:24])([F:23])[C:14]1[CH:15]=[C:16]([CH:20]=[CH:21][CH:22]=1)[C:17](Cl)=[O:18].CCN(CC)CC.C([O-])(O)=O.[Na+]. The catalyst is C(Cl)Cl.CN(C1C=CN=CC=1)C. The product is [Br:1][C:2]1[CH:11]=[CH:10][C:5]2[N:6]=[C:7]([NH:9][C:17](=[O:18])[C:16]3[CH:20]=[CH:21][CH:22]=[C:14]([C:13]([F:12])([F:23])[F:24])[CH:15]=3)[S:8][C:4]=2[CH:3]=1. The yield is 0.900. (2) The yield is 0.210. No catalyst specified. The reactants are [NH2:1][C@@H:2]([CH3:19])[CH2:3][N:4]1[CH:8]=[CH:7][C:6]([C:9]2[CH:16]=[C:15]([F:17])[C:12]([C:13]#[N:14])=[C:11]([Cl:18])[CH:10]=2)=[N:5]1.[C:20]([C:23]1[CH:27]=[C:26]([C:28](O)=[O:29])[NH:25][N:24]=1)(=[O:22])[CH3:21]. The product is [C:20]([C:23]1[CH:27]=[C:26]([C:28]([NH:1][C@@H:2]([CH3:19])[CH2:3][N:4]2[CH:8]=[CH:7][C:6]([C:9]3[CH:16]=[C:15]([F:17])[C:12]([C:13]#[N:14])=[C:11]([Cl:18])[CH:10]=3)=[N:5]2)=[O:29])[NH:25][N:24]=1)(=[O:22])[CH3:21]. (3) The catalyst is C1COCC1. The yield is 0.320. The reactants are [Li+].CC([N-]C(C)C)C.[Br:9][C:10]1[CH:11]=[N:12][CH:13]=[C:14]([Br:17])[C:15]=1[CH3:16].Br[CH2:19][C:20]([O:22][CH2:23][CH3:24])=[O:21].CC(O)=O. The product is [Br:9][C:10]1[CH:11]=[N:12][CH:13]=[C:14]([Br:17])[C:15]=1[CH2:16][CH2:19][C:20]([O:22][CH2:23][CH3:24])=[O:21]. (4) The reactants are [Cl:1][C:2]1[O:6][C:5]([C:7]([OH:9])=O)=[CH:4][C:3]=1[C:10]1[N:14]([CH3:15])[N:13]=[CH:12][C:11]=1[Cl:16].[NH2:17][C@@H:18]([CH2:31][C:32]1[CH:37]=[CH:36][CH:35]=[CH:34][C:33]=1[C:38]([F:41])([F:40])[F:39])[CH2:19][N:20]1[C:28](=[O:29])[C:27]2[C:22](=[CH:23][CH:24]=[CH:25][CH:26]=2)[C:21]1=[O:30].CCN(C(C)C)C(C)C.F[P-](F)(F)(F)(F)F.Br[P+](N1CCCC1)(N1CCCC1)N1CCCC1. The catalyst is ClCCl. The product is [Cl:1][C:2]1[O:6][C:5]([C:7]([NH:17][C@@H:18]([CH2:31][C:32]2[CH:37]=[CH:36][CH:35]=[CH:34][C:33]=2[C:38]([F:41])([F:39])[F:40])[CH2:19][N:20]2[C:28](=[O:29])[C:27]3[C:22](=[CH:23][CH:24]=[CH:25][CH:26]=3)[C:21]2=[O:30])=[O:9])=[CH:4][C:3]=1[C:10]1[N:14]([CH3:15])[N:13]=[CH:12][C:11]=1[Cl:16]. The yield is 0.420. (5) The reactants are CO[C:3](=[O:24])[C:4]1[CH:9]=[CH:8][C:7]([O:10][CH2:11][C:12]2[C:13]([C:18]3[CH:23]=[CH:22][CH:21]=[CH:20][N:19]=3)=[N:14][O:15][C:16]=2[CH3:17])=[N:6][CH:5]=1.[NH2:25][CH2:26][CH:27]1[CH2:29][CH2:28]1. No catalyst specified. The product is [CH:27]1([CH2:26][NH:25][C:3](=[O:24])[C:4]2[CH:9]=[CH:8][C:7]([O:10][CH2:11][C:12]3[C:13]([C:18]4[CH:23]=[CH:22][CH:21]=[CH:20][N:19]=4)=[N:14][O:15][C:16]=3[CH3:17])=[N:6][CH:5]=2)[CH2:29][CH2:28]1. The yield is 0.850. (6) The reactants are [CH2:1]([N:5]1[C:13]2[N:12]=[CH:11][N:10](CC3C=CC=CC=3)[C:9]=2[C:8](=[O:21])[N:7]([CH2:22][CH3:23])[C:6]1=[O:24])[CH2:2][CH2:3][CH3:4]. The catalyst is C(O)(=O)C.[OH-].[OH-].[Pd+2]. The product is [CH2:1]([N:5]1[C:13]2[N:12]=[CH:11][NH:10][C:9]=2[C:8](=[O:21])[N:7]([CH2:22][CH3:23])[C:6]1=[O:24])[CH2:2][CH2:3][CH3:4]. The yield is 0.890. (7) The reactants are [NH2:1][C:2]1[C:11]2[C:6](=[C:7](Br)[CH:8]=[CH:9][CH:10]=2)[N:5]=[N:4][C:3]=1[C:13]([NH:15][CH2:16][CH2:17][CH3:18])=[O:14].[F:19][C:20]1[CH:25]=[CH:24][C:23]([F:26])=[CH:22][C:21]=1B(O)O. No catalyst specified. The product is [NH2:1][C:2]1[C:11]2[C:6](=[C:7]([C:24]3[CH:25]=[C:20]([F:19])[CH:21]=[CH:22][C:23]=3[F:26])[CH:8]=[CH:9][CH:10]=2)[N:5]=[N:4][C:3]=1[C:13]([NH:15][CH2:16][CH2:17][CH3:18])=[O:14]. The yield is 0.700. (8) The reactants are I[C:2]1[C:7]([N+:8]([O-:10])=[O:9])=[CH:6][CH:5]=[CH:4][C:3]=1[N+:11]([O-:13])=[O:12].C(=O)=O.C(O)(C)C.C1([Mg]Br)C=CC=CC=1.[CH:29](=[O:33])[CH:30]([CH3:32])[CH3:31]. The catalyst is O1CCCC1. The product is [N+:11]([C:3]1[CH:4]=[CH:5][CH:6]=[C:7]([N+:8]([O-:10])=[O:9])[C:2]=1[CH:29]([OH:33])[CH:30]([CH3:32])[CH3:31])([O-:13])=[O:12]. The yield is 0.300. (9) The reactants are Br[C:2]1[N:7]=[C:6]([O:8][CH3:9])[C:5]([NH2:10])=[CH:4][CH:3]=1.[CH3:11][PH:12](=[O:14])[CH3:13].CC1(C)C2C(=C(P(C3C=CC=CC=3)C3C=CC=CC=3)C=CC=2)OC2C(P(C3C=CC=CC=3)C3C=CC=CC=3)=CC=CC1=2.P([O-])([O-])([O-])=O.[K+].[K+].[K+]. The catalyst is CN(C=O)C.C([O-])(=O)C.[Pd+2].C([O-])(=O)C. The product is [CH3:11][P:12]([C:2]1[N:7]=[C:6]([O:8][CH3:9])[C:5]([NH2:10])=[CH:4][CH:3]=1)([CH3:13])=[O:14]. The yield is 0.390. (10) The reactants are C(OC(=O)[NH:10][CH:11]1[CH2:16][CH2:15][CH:14]([C:17]2[NH:18][C:19]([C:31]3[CH:36]=[CH:35][CH:34]=[C:33]([CH3:37])[N:32]=3)=[C:20]([C:22]3[CH:30]=[CH:29][C:25]4[O:26][CH2:27][O:28][C:24]=4[CH:23]=3)[N:21]=2)[CH2:13][CH2:12]1)C1C=CC=CC=1. The catalyst is [Pd].CO. The product is [O:26]1[C:25]2[CH:29]=[CH:30][C:22]([C:20]3[N:21]=[C:17]([CH:14]4[CH2:15][CH2:16][CH:11]([NH2:10])[CH2:12][CH2:13]4)[NH:18][C:19]=3[C:31]3[CH:36]=[CH:35][CH:34]=[C:33]([CH3:37])[N:32]=3)=[CH:23][C:24]=2[O:28][CH2:27]1. The yield is 0.920.